From a dataset of Full USPTO retrosynthesis dataset with 1.9M reactions from patents (1976-2016). Predict the reactants needed to synthesize the given product. (1) Given the product [C:1]([O:5][C:6]([N:8]1[CH2:13][CH2:12][CH:11]([NH:14][C:21]([O:23][CH2:24][C:25]2[CH:30]=[CH:29][CH:28]=[CH:27][CH:26]=2)=[O:22])[CH2:10][CH2:9]1)=[O:7])([CH3:4])([CH3:2])[CH3:3], predict the reactants needed to synthesize it. The reactants are: [C:1]([O:5][C:6]([N:8]1[CH2:13][CH2:12][CH:11]([NH2:14])[CH2:10][CH2:9]1)=[O:7])([CH3:4])([CH3:3])[CH3:2].C(=O)(O)[O-].[Na+].Cl[C:21]([O:23][CH2:24][C:25]1[CH:30]=[CH:29][CH:28]=[CH:27][CH:26]=1)=[O:22]. (2) Given the product [C:3](=[O:1])([OH:5])[O-:4].[Mg+2:2].[C:3](=[O:1])([OH:5])[O-:4], predict the reactants needed to synthesize it. The reactants are: [O-2:1].[Mg+2:2].[C:3](=[O:5])=[O:4]. (3) Given the product [C:41]([O:44][C:45](=[O:46])[N:12]([CH2:13][C:14]1[CH:19]=[CH:18][CH:17]=[CH:16][CH:15]=1)[CH2:11][CH2:10][C:7]1[CH:6]=[CH:5][C:4]([N+:1]([O-:3])=[O:2])=[CH:9][CH:8]=1)([CH3:43])([CH3:42])[CH3:40], predict the reactants needed to synthesize it. The reactants are: [N+:1]([C:4]1[CH:9]=[CH:8][C:7]([CH2:10][CH2:11][NH2:12])=[CH:6][CH:5]=1)([O-:3])=[O:2].[CH:13](=O)[C:14]1[CH:19]=[CH:18][CH:17]=[CH:16][CH:15]=1.[BH-](OC(C)=O)(OC(C)=O)OC(C)=O.[Na+].C([O-])(O)=O.[Na+].[CH3:40][C:41]([O:44][C:45](O[C:45]([O:44][C:41]([CH3:43])([CH3:42])[CH3:40])=[O:46])=[O:46])([CH3:43])[CH3:42]. (4) Given the product [CH:1]([NH:5][C:6]1[S:7][C:8]2[C:13]([N:14]=1)=[CH:12][CH:11]=[C:10]([CH:15]=[O:16])[N:9]=2)([CH2:3][CH3:4])[CH3:2], predict the reactants needed to synthesize it. The reactants are: [CH:1]([NH:5][C:6]1[S:7][C:8]2[C:13]([N:14]=1)=[CH:12][CH:11]=[C:10]([CH2:15][OH:16])[N:9]=2)([CH2:3][CH3:4])[CH3:2]. (5) Given the product [CH:5]([N:3]1[CH2:4][CH:5]([C:7]2[C:8]([O:28][CH3:29])=[C:9]([CH:15]([N:17]3[C:21]4=[N:22][CH:23]=[N:24][C:25]([NH2:26])=[C:20]4[C:19]([CH3:27])=[N:18]3)[CH3:16])[CH:10]=[C:11]([Cl:14])[C:12]=2[CH3:13])[CH2:6]1)([CH2:7][CH3:12])[CH3:4], predict the reactants needed to synthesize it. The reactants are: Cl.Cl.[NH:3]1[CH2:6][CH:5]([C:7]2[C:8]([O:28][CH3:29])=[C:9]([CH:15]([N:17]3[C:21]4=[N:22][CH:23]=[N:24][C:25]([NH2:26])=[C:20]4[C:19]([CH3:27])=[N:18]3)[CH3:16])[CH:10]=[C:11]([Cl:14])[C:12]=2[CH3:13])[CH2:4]1.